This data is from Catalyst prediction with 721,799 reactions and 888 catalyst types from USPTO. The task is: Predict which catalyst facilitates the given reaction. Reactant: [CH3:1][N:2](C(ON1N=NC2C=CC=NC1=2)=[N+](C)C)C.F[P-](F)(F)(F)(F)F.[CH3:25][O:26][C:27]1[N:32]=[C:31]([C:33]([OH:35])=O)[CH:30]=[CH:29][C:28]=1[N+:36]([O-:38])=[O:37].CCN(C(C)C)C(C)C.CN. Product: [CH3:25][O:26][C:27]1[N:32]=[C:31]([C:33]([NH:2][CH3:1])=[O:35])[CH:30]=[CH:29][C:28]=1[N+:36]([O-:38])=[O:37]. The catalyst class is: 1.